This data is from Full USPTO retrosynthesis dataset with 1.9M reactions from patents (1976-2016). The task is: Predict the reactants needed to synthesize the given product. The reactants are: [OH:1][CH:2]1[O:10][C@H:9]([CH2:11][OH:12])[C@@H:7]([OH:8])[C@H:5]([OH:6])[C@H:3]1N.C(N(CC)CC)C.CS(C)=[O:22]. Given the product [O:1]=[CH:2][C@@H:3]([C@H:5]([C@@H:7]([C@@H:9]([CH2:11][OH:12])[OH:10])[OH:8])[OH:6])[OH:22], predict the reactants needed to synthesize it.